From a dataset of Reaction yield outcomes from USPTO patents with 853,638 reactions. Predict the reaction yield, written as a fraction of the theoretical maximum amount of product (1.0 means a 100% yield; for example, 0.34 means a 34% yield). (1) The reactants are [OH:1][CH2:2][C:3]([NH:6][C:7](=[O:11])[CH2:8][CH2:9][CH3:10])([CH3:5])[CH3:4].[N+:12]([C:15]1[CH:22]=[CH:21][CH:20]=[C:19]([N+]([O-])=O)[C:16]=1[C:17]#[N:18])([O-:14])=[O:13]. No catalyst specified. The product is [C:17]([C:16]1[C:15]([N+:12]([O-:14])=[O:13])=[CH:22][CH:21]=[CH:20][C:19]=1[O:1][CH2:2][C:3]([NH:6][C:7](=[O:11])[CH2:8][CH2:9][CH3:10])([CH3:5])[CH3:4])#[N:18]. The yield is 0.720. (2) The reactants are CC1C=CC(S(O)(=O)=O)=CC=1.[CH3:12][N:13]([CH2:15][CH:16]1[C:22]([C:24]2[CH:29]=[CH:28][CH:27]=[C:26]([OH:30])[CH:25]=2)(O)[CH2:21][CH:20]2[CH2:31][CH:17]1[CH2:18][CH2:19]2)[CH3:14].C([O-])([O-])=O.[K+].[K+]. The catalyst is C1(C)C=CC=CC=1. The product is [CH3:14][N:13]([CH2:15][CH:16]1[CH:17]2[CH2:31][CH:20]([CH2:19][CH2:18]2)[CH:21]=[C:22]1[C:24]1[CH:25]=[C:26]([OH:30])[CH:27]=[CH:28][CH:29]=1)[CH3:12].[CH3:14][N:13]([CH2:15][C:16]1[CH:17]2[CH2:31][CH:20]([CH2:21][C:22]=1[C:24]1[CH:25]=[C:26]([OH:30])[CH:27]=[CH:28][CH:29]=1)[CH2:19][CH2:18]2)[CH3:12]. The yield is 0.502. (3) The reactants are CC1(C)C(C)(C)OB([C:9]2[CH:10]=[CH:11][C:12]3[O:18][CH2:17][CH2:16][N:15]([C:19]([N:21]4[CH2:26][CH2:25][CH:24]([C:27]([F:30])([F:29])[F:28])[CH2:23][CH2:22]4)=[O:20])[CH2:14][C:13]=3[CH:31]=2)O1.Br[C:34]1[CH:39]=[CH:38][C:37]([C:40]2[N:41](C(OCC(C)C)=O)[CH:42]=[CH:43][N:44]=2)=[CH:36][CH:35]=1.C(N(C(C)C)CC)(C)C. The catalyst is O1CCOCC1.O. The product is [NH:41]1[CH:42]=[CH:43][N:44]=[C:40]1[C:37]1[CH:38]=[CH:39][C:34]([C:9]2[CH:10]=[CH:11][C:12]3[O:18][CH2:17][CH2:16][N:15]([C:19]([N:21]4[CH2:22][CH2:23][CH:24]([C:27]([F:28])([F:30])[F:29])[CH2:25][CH2:26]4)=[O:20])[CH2:14][C:13]=3[CH:31]=2)=[CH:35][CH:36]=1. The yield is 0.120. (4) The reactants are [F:1][C:2]1[CH:3]=[C:4]([CH:24]=[CH:25][CH:26]=1)[CH2:5][N:6]1[CH2:10][CH2:9][N:8]([C@@H:11]([C:19]([CH3:22])([CH3:21])[CH3:20])[C:12]([O:14]C(C)(C)C)=[O:13])[C:7]1=[O:23].FC(F)(F)C(O)=O. The catalyst is ClCCl. The product is [F:1][C:2]1[CH:3]=[C:4]([CH:24]=[CH:25][CH:26]=1)[CH2:5][N:6]1[CH2:10][CH2:9][N:8]([C@@H:11]([C:19]([CH3:20])([CH3:21])[CH3:22])[C:12]([OH:14])=[O:13])[C:7]1=[O:23]. The yield is 0.740. (5) The reactants are [OH:1]/[N:2]=[C:3]1\[CH2:4][C@@H:5]2[C@@H:14]([C@:15]3([CH3:22])[CH:20]\1[CH2:19][C:18](=O)[CH2:17][CH2:16]3)[CH2:13][CH2:12][C@@:10]1([CH3:11])[C@H:6]2[CH2:7][CH2:8][C:9]1=[O:23].[ClH:24].Cl.[NH2:26][C@H:27]([CH3:31])[CH2:28][O:29][NH2:30]. No catalyst specified. The product is [NH2:26][C@H:27]([CH3:31])[CH2:28][O:29][N:30]=[C:18]1[CH2:19][CH2:20][C@@:15]2([CH3:22])[CH:16]([CH2:3][CH2:4][C@@H:5]3[C@@H:14]2[CH2:13][CH2:12][C@@:10]2([CH3:11])[C@H:6]3[CH2:7][CH2:8][CH2:9]2)[CH2:17]1.[ClH:24].[OH:1]/[N:2]=[C:3]1\[CH2:4][C@@H:5]2[C@@H:14]([C@:15]3([CH3:22])[CH:20]\1[CH2:19][CH2:18][CH2:17][CH2:16]3)[CH2:13][CH2:12][C@@:10]1([CH3:11])[C@H:6]2[CH2:7][CH2:8][C:9]1=[O:23]. The yield is 0.750. (6) The reactants are [C:1]([O:5][C:6]([N:8]1[C:16]2[C:11](=[CH:12][C:13]([CH2:17][OH:18])=[CH:14][CH:15]=2)[CH:10]=[C:9]1[C:19]1[C:20]2[S:33][CH:32]=[CH:31][C:21]=2[N:22]([C:24]([O:26][C:27]([CH3:30])([CH3:29])[CH3:28])=[O:25])[N:23]=1)=[O:7])([CH3:4])([CH3:3])[CH3:2].CC(OI1(OC(C)=O)(OC(C)=O)OC(=O)C2C=CC=CC1=2)=O.O.C(OCC)(=O)C. The catalyst is ClCCl. The product is [C:1]([O:5][C:6]([N:8]1[C:16]2[C:11](=[CH:12][C:13]([CH:17]=[O:18])=[CH:14][CH:15]=2)[CH:10]=[C:9]1[C:19]1[C:20]2[S:33][CH:32]=[CH:31][C:21]=2[N:22]([C:24]([O:26][C:27]([CH3:30])([CH3:29])[CH3:28])=[O:25])[N:23]=1)=[O:7])([CH3:4])([CH3:2])[CH3:3]. The yield is 0.810. (7) The reactants are [O:1]([C:8]1[CH:13]=[CH:12][CH:11]=[CH:10][C:9]=1[N:14]=[C:15]=[O:16])[C:2]1[CH:7]=[CH:6][CH:5]=[CH:4][CH:3]=1.[NH2:17][C:18]1[CH:23]=[CH:22][CH:21]=[CH:20][N:19]=1. No catalyst specified. The product is [O:1]([C:8]1[CH:13]=[CH:12][CH:11]=[CH:10][C:9]=1[NH:14][C:15]([NH:17][C:18]1[CH:23]=[CH:22][CH:21]=[CH:20][N:19]=1)=[O:16])[C:2]1[CH:3]=[CH:4][CH:5]=[CH:6][CH:7]=1. The yield is 0.720. (8) The reactants are [SH:1][CH2:2][CH2:3][C:4]([OH:6])=[O:5].[F:7][C:8]([F:12])([F:11])[CH:9]=[CH2:10]. The catalyst is N(C(C)(C)C#N)=NC(C)(C)C#N.C(C1C=CC=CC=1)(=O)CCCCCCC.C1(C)C=CC=CC=1. The product is [F:7][C:8]([F:12])([F:11])[CH2:9][CH2:10][S:1][CH2:2][CH2:3][C:4]([OH:6])=[O:5]. The yield is 0.830. (9) The reactants are [Cl:1][C:2]1[C:3]([O:12][C:13]2[CH:18]=[C:17]([O:19][CH2:20][CH2:21][CH2:22][O:23][CH3:24])[CH:16]=[CH:15][C:14]=2[CH2:25][CH2:26][C:27](OCC)=[O:28])=[N:4][CH:5]=[C:6]([C:8]([F:11])([F:10])[F:9])[CH:7]=1.C1(C)C=CC=CC=1.[H-].C([Al+]CC(C)C)C(C)C.CO.O. The catalyst is C(OCC)C. The product is [Cl:1][C:2]1[C:3]([O:12][C:13]2[CH:18]=[C:17]([O:19][CH2:20][CH2:21][CH2:22][O:23][CH3:24])[CH:16]=[CH:15][C:14]=2[CH2:25][CH2:26][CH2:27][OH:28])=[N:4][CH:5]=[C:6]([C:8]([F:10])([F:9])[F:11])[CH:7]=1. The yield is 0.870.